From a dataset of NCI-60 drug combinations with 297,098 pairs across 59 cell lines. Regression. Given two drug SMILES strings and cell line genomic features, predict the synergy score measuring deviation from expected non-interaction effect. Drug 1: CC1=C(C=C(C=C1)NC2=NC=CC(=N2)N(C)C3=CC4=NN(C(=C4C=C3)C)C)S(=O)(=O)N.Cl. Drug 2: CN1C2=C(C=C(C=C2)N(CCCl)CCCl)N=C1CCCC(=O)O.Cl. Cell line: MALME-3M. Synergy scores: CSS=12.5, Synergy_ZIP=-1.93, Synergy_Bliss=3.74, Synergy_Loewe=3.08, Synergy_HSA=3.17.